The task is: Predict which catalyst facilitates the given reaction.. This data is from Catalyst prediction with 721,799 reactions and 888 catalyst types from USPTO. (1) Reactant: [C:1]([O:5][C:6]([C@@H:8]([CH2:13][C:14]1[CH:19]=[CH:18][C:17]([C:20]([F:23])([F:22])[F:21])=[CH:16][CH:15]=1)[C:9]([O:11]C)=[O:10])=[O:7])([CH3:4])([CH3:3])[CH3:2].[Li+].[OH-].Cl. Product: [C:1]([O:5][C:6]([C@@H:8]([CH2:13][C:14]1[CH:19]=[CH:18][C:17]([C:20]([F:21])([F:22])[F:23])=[CH:16][CH:15]=1)[C:9]([OH:11])=[O:10])=[O:7])([CH3:4])([CH3:2])[CH3:3]. The catalyst class is: 1. (2) Reactant: [CH3:1][O:2][CH:3]1[CH2:8][CH2:7][CH:6]([C:9]([OH:11])=O)[CH2:5][CH2:4]1.Cl.[NH2:13][CH2:14][CH2:15][NH:16][C:17]([C:19]1[C:20]([C:30]([F:33])([F:32])[F:31])=[N:21][N:22]([C:24]2[CH:29]=[CH:28][CH:27]=[CH:26][CH:25]=2)[CH:23]=1)=[O:18].CN(C(ON1N=NC2C=CC=NC1=2)=[N+](C)C)C.F[P-](F)(F)(F)(F)F.C(N(C(C)C)CC)(C)C. Product: [CH3:1][O:2][CH:3]1[CH2:4][CH2:5][CH:6]([C:9]([NH:13][CH2:14][CH2:15][NH:16][C:17]([C:19]2[C:20]([C:30]([F:32])([F:33])[F:31])=[N:21][N:22]([C:24]3[CH:29]=[CH:28][CH:27]=[CH:26][CH:25]=3)[CH:23]=2)=[O:18])=[O:11])[CH2:7][CH2:8]1. The catalyst class is: 20. (3) Reactant: [NH2:1][C:2]1[CH:3]=[C:4]([CH:9]=[CH:10][CH:11]=1)[C:5]([O:7][CH3:8])=[O:6].CCN(CC)CC.[CH3:19][C:20]([O:23][C:24](O[C:24]([O:23][C:20]([CH3:22])([CH3:21])[CH3:19])=[O:25])=[O:25])([CH3:22])[CH3:21]. Product: [C:20]([O:23][C:24]([NH:1][C:2]1[CH:3]=[C:4]([CH:9]=[CH:10][CH:11]=1)[C:5]([O:7][CH3:8])=[O:6])=[O:25])([CH3:22])([CH3:21])[CH3:19]. The catalyst class is: 1.